The task is: Predict the product of the given reaction.. This data is from Forward reaction prediction with 1.9M reactions from USPTO patents (1976-2016). (1) Given the reactants [CH3:1][N:2]([CH3:17])[CH2:3][CH2:4][S:5]([C:8]1[CH:13]=[CH:12][C:11]([N+:14]([O-])=O)=[CH:10][CH:9]=1)(=[O:7])=[O:6], predict the reaction product. The product is: [CH3:1][N:2]([CH3:17])[CH2:3][CH2:4][S:5]([C:8]1[CH:13]=[CH:12][C:11]([NH2:14])=[CH:10][CH:9]=1)(=[O:7])=[O:6]. (2) Given the reactants [C:1]1([CH2:11][C:12]([NH:14][C:15]2[CH:19]=[CH:18][S:17][CH:16]=2)=[O:13])[C:10]2[C:5](=[CH:6][CH:7]=[CH:8][CH:9]=2)[CH:4]=[CH:3][CH:2]=1.[I:20]N1C(=O)CCC1=O, predict the reaction product. The product is: [I:20][C:16]1[S:17][CH:18]=[CH:19][C:15]=1[NH:14][C:12](=[O:13])[CH2:11][C:1]1[C:10]2[C:5](=[CH:6][CH:7]=[CH:8][CH:9]=2)[CH:4]=[CH:3][CH:2]=1. (3) Given the reactants [CH3:1][C:2]1[O:6][C:5]([C:7]2[CH:12]=[CH:11][CH:10]=[CH:9][CH:8]=2)=[N:4][C:3]=1[CH2:13][O:14][C:15]1[CH:34]=[CH:33][C:18]([CH2:19][O:20][C:21]2[CH:26]=[CH:25][CH:24]=[CH:23][C:22]=2[CH2:27][C:28]([O:30]CC)=[O:29])=[CH:17][CH:16]=1.O1CCCC1.[OH-].[Na+].Cl, predict the reaction product. The product is: [CH3:1][C:2]1[O:6][C:5]([C:7]2[CH:8]=[CH:9][CH:10]=[CH:11][CH:12]=2)=[N:4][C:3]=1[CH2:13][O:14][C:15]1[CH:34]=[CH:33][C:18]([CH2:19][O:20][C:21]2[CH:26]=[CH:25][CH:24]=[CH:23][C:22]=2[CH2:27][C:28]([OH:30])=[O:29])=[CH:17][CH:16]=1. (4) Given the reactants [Br:1][C:2]1[CH:3]=[C:4]([CH:8]=[CH:9][C:10]=1[F:11])[C:5]([OH:7])=[O:6].C1C(=O)N([I:19])C(=O)C1, predict the reaction product. The product is: [Br:1][C:2]1[CH:3]=[C:4]([CH:8]=[C:9]([I:19])[C:10]=1[F:11])[C:5]([OH:7])=[O:6].